Dataset: Reaction yield outcomes from USPTO patents with 853,638 reactions. Task: Predict the reaction yield, written as a fraction of the theoretical maximum amount of product (1.0 means a 100% yield; for example, 0.34 means a 34% yield). (1) The reactants are [OH:1][CH:2]([C:6]1[CH:11]=[CH:10][C:9]([C:12]2[N:16]=[C:15]([C:17]3[O:21][N:20]=[C:19]([C:22]4[CH:27]=[CH:26][CH:25]=[CH:24][CH:23]=4)[C:18]=3[C:28]([F:31])([F:30])[F:29])[O:14][N:13]=2)=[CH:8][CH:7]=1)[C:3]([OH:5])=O.CN1CCOCC1.CN(C(O[N:47]1N=[N:54][C:49]2C=CC=N[C:48]1=2)=[N+](C)C)C.F[P-](F)(F)(F)(F)F. The catalyst is CN(C=O)C. The product is [C:48]([CH2:49][NH:54][C:3](=[O:5])[CH:2]([OH:1])[C:6]1[CH:7]=[CH:8][C:9]([C:12]2[N:16]=[C:15]([C:17]3[O:21][N:20]=[C:19]([C:22]4[CH:27]=[CH:26][CH:25]=[CH:24][CH:23]=4)[C:18]=3[C:28]([F:30])([F:31])[F:29])[O:14][N:13]=2)=[CH:10][CH:11]=1)#[N:47]. The yield is 0.466. (2) The reactants are [CH:1]([C:4]1[N:5]([C:15]2[CH:20]=[CH:19][C:18]([O:21]C)=[CH:17][CH:16]=2)[C:6]2[C:11]([C:12]=1[C:13]#[N:14])=[CH:10][CH:9]=[CH:8][CH:7]=2)([CH3:3])[CH3:2].B(Br)(Br)Br.CO. The catalyst is C(Cl)Cl. The product is [OH:21][C:18]1[CH:19]=[CH:20][C:15]([N:5]2[C:6]3[C:11](=[CH:10][CH:9]=[CH:8][CH:7]=3)[C:12]([C:13]#[N:14])=[C:4]2[CH:1]([CH3:3])[CH3:2])=[CH:16][CH:17]=1. The yield is 0.390. (3) The yield is 0.720. The catalyst is CC(OC)(C)C.[Cl-].[Cl-].[Zn+2].CC([O-])=O.CC([O-])=O.[Pd+2].P(C(C)(C)C)(C(C)(C)C)C(C)(C)C.[H+].[B-](F)(F)(F)F. The product is [F:42][C:40]1[CH:41]=[CH:36][C:37]([F:43])=[CH:38][C:39]=1[C@H:9]1[CH2:10][CH2:11][CH2:12][N:8]1[C:6]([O:5][C:1]([CH3:4])([CH3:2])[CH3:3])=[O:7]. The reactants are [C:1]([O:5][C:6]([N:8]1[CH2:12][CH2:11][CH2:10][CH2:9]1)=[O:7])([CH3:4])([CH3:3])[CH3:2].C1C[C@H]2N(C[C@H]3[C@@H]4CCCCN4C[C@@H]2C3)CC1.[Li]C(CC)C.Br[C:36]1[CH:41]=[C:40]([F:42])[CH:39]=[CH:38][C:37]=1[F:43].[NH4+].[OH-]. (4) The reactants are [I:1][C:2]1[CH:3]=[C:4]([CH2:8][C:9]([OH:11])=O)[CH:5]=[CH:6][CH:7]=1.C(N(CC)C(C)C)(C)C.[C:21]([C:23]1[CH:32]=[CH:31][C:26]([C:27]([NH:29][NH2:30])=[O:28])=[CH:25][CH:24]=1)#[N:22]. The catalyst is CN(C)C(=O)C.O. The product is [I:1][C:2]1[CH:3]=[C:4]([CH2:8][C:9]([NH:30][NH:29][C:27](=[O:28])[C:26]2[CH:25]=[CH:24][C:23]([C:21]#[N:22])=[CH:32][CH:31]=2)=[O:11])[CH:5]=[CH:6][CH:7]=1. The yield is 0.710. (5) The reactants are [Br:1][C:2]1[CH:3]=[C:4]([CH:7]=[CH:8][C:9]=1[S:10](=[O:15])(=[O:14])[N:11]([CH3:13])[CH3:12])[CH2:5]O.S(Cl)([Cl:18])=O. The catalyst is C(Cl)Cl.CCCCCC. The product is [Br:1][C:2]1[CH:3]=[C:4]([CH:7]=[CH:8][C:9]=1[S:10](=[O:15])(=[O:14])[N:11]([CH3:13])[CH3:12])[CH2:5][Cl:18]. The yield is 0.950. (6) The reactants are Cl.[CH3:2][N:3](C)[OH:4].Cl[CH2:7]Cl.[CH3:9][N:10]([CH3:14])[C:11](Cl)=[O:12]. The catalyst is CN(C)C1C=CN=CC=1.N1C=CC=CC=1. The product is [CH3:7][O:4][N:3]([CH3:2])[C:11]([N:10]([CH3:14])[CH3:9])=[O:12]. The yield is 0.690. (7) The reactants are N1C=CC=CC=1.[NH2:7][C:8]1[CH:9]=[C:10]2[C:14](=[CH:15][C:16]=1[N+:17]([O-:19])=[O:18])[C:13](=[O:20])[CH2:12][CH2:11]2.[CH:21]1([CH2:26][CH2:27][C:28](Cl)=[O:29])[CH2:25][CH2:24][CH2:23][CH2:22]1. The catalyst is ClC(Cl)C. The product is [N+:17]([C:16]1[CH:15]=[C:14]2[C:10]([CH2:11][CH2:12][C:13]2=[O:20])=[CH:9][C:8]=1[NH:7][C:28](=[O:29])[CH2:27][CH2:26][CH:21]1[CH2:25][CH2:24][CH2:23][CH2:22]1)([O-:19])=[O:18]. The yield is 0.830.